This data is from Experimentally validated miRNA-target interactions with 360,000+ pairs, plus equal number of negative samples. The task is: Binary Classification. Given a miRNA mature sequence and a target amino acid sequence, predict their likelihood of interaction. (1) The miRNA is hsa-miR-297 with sequence AUGUAUGUGUGCAUGUGCAUG. The protein sequence of the target gene is MPGARDALCHQALQLLAELCARGALEHDSCQDFIYHLRDRARPRLRDPDISVSLLTLVVTACGLALFGVSLFVSWKLCWVPWRERGLPSGSKDNNQEPLNYMDTETNEQENSEDFLDPPTPCPDSSMKISHTSPDIPLSTQTGIQENCAHGVRVQRQVTEPTSSARHNSIRRQLNLSNPDFNIQQLQKQEQLTGIGRIKPELYKQRSLDNDDGRRSNSKACGKLNFILKYDCDLEQLIVKIHKAVNLPAKDFSGTSDPYVKIYLLPDRKTKHQTKVHRKTLNPVFDEVFLFPVPYNDLEA.... Result: 1 (interaction). (2) The miRNA is mmu-miR-6902-3p with sequence CCAUGUGAUGUGUGGGUUCAG. The protein sequence of the target gene is MSYFLSYCKAHGGALLTGYQALRAEGFLCDVTLETEGSEFPAHRSLLACSSDYFRALFKSHTQESRARVIHLHVPSAAGLQRLLDFIYTAWLSLSMDTVEDTLEAASYLQVTEALGLCGRYLERQLAPENCCFAANVAARFGLAHTLDAAERCIVSHLQELLARGAGPAGLLELNPTSLRAVLGAPDVARVPEARLLGLALAWLRQEPTTERLAHCTELLERVRFGLVPADVLRRVYSGSGLVLPARVKGLIIQALNYHTTPSRQPLMQGEQTSIRSPQTRILLVGGRRAREVVIEEVAA.... Result: 0 (no interaction). (3) The miRNA is hsa-miR-3169 with sequence UAGGACUGUGCUUGGCACAUAG. The protein sequence of the target gene is MRGKLLPLAGLYLVQGLPYGLQSGLLPVLLRAGGLSLTRVGLAKVLYAPWLLKLAWAPLVDAQGSARAWVTRSTAGLGLVCGLLAGLPPPGAGQAGLPAAVAGLLLLLNLGAAMQDVALDALAVQLLEPAELGPGNTVQVVAYKLGAALAGGALLALLPTFSWPQLFLLLAATYWLAAALAWAAPALRRLPQQPPSEQRPHTAHLLRDVLAVPGTVWTAGFVLTYKLGEQGASSLFPLLLLDHGVSAPELGLWNGVGAVVCSIAGSSLGGTLLAKHWKLLPLLRSVLRFRLGGLACQTAL.... Result: 0 (no interaction). (4) The miRNA is mmu-miR-669h-5p with sequence AUGCAUGGGUGUAUAGUUGAGUGC. The protein sequence of the target gene is MKAGATSMWASCCGLLNEVMGTGAVRGQQAGFPGSTGPFRFTPSSDFPTYPPAATEGPNIVCKACGLSFSVFRKKHVCCDCKKDFCSLCSVSQENLRRCSTCHLLQETAFQRPQLMRLKVKDLRQYLLLRNIPTDTCREKEDLVDLVLCHRGLGSGDDLDSSSLNSSRSQTSSFFTQSLFSNYTPPSATVSSFQGELMDRDGAFRSEVLAQVQSEIASANTDDDDDDDDDDDDDEDDDDEQEEEEQNPGLSKKKARASLSDLSSLEEVEGMSVRQLKEILARNFVNYSGCCEKWELVEKV.... Result: 0 (no interaction). (5) The miRNA is hsa-miR-106b-5p with sequence UAAAGUGCUGACAGUGCAGAU. The protein sequence of the target gene is MEDVNSNVNADQEVRKLQELVKKLEKQNEQLRSRSGAVQGAGSLGPGSPVRAGASIPSSGAASPRGFPLGLSAKSGGGPGSGPRRTSSEELRDATSLLAAGEGGLLDEVEPLRPDELERLSGWEEEEESWLYSSPKKKLTPMQKSVSPLVWCRQVLDYPSPDVECAKKSLIHKLDQTMSALKRQNLYNNPFNSMSYTSPYSPNASSPYSSGFNSPSSTPVRPPIVKQLILPGNSGNLKSSDRNPPLSPQSSIDSELSASELDEDSIGSNYKLNDVTDVQILARMQEESLRQEYAATTSRR.... Result: 1 (interaction). (6) The miRNA is hsa-miR-519b-3p with sequence AAAGUGCAUCCUUUUAGAGGUU. The protein sequence of the target gene is MPWPLLLLLAVSGAQTTRPCFPGCQCEVETFGLFDSFSLTRVDCSGLGPHIMPVPIPLDTAHLDLSSNRLEMVNESVLAGPGYTTLAGLDLSHNLLTSISPTAFSRLRYLESLDLSHNGLTALPAESFTSSPLSDVNLSHNQLREVSVSAFTTHSQGRALHVDLSHNLIHRLVPHPTRAGLPAPTIQSLNLAWNRLHAVPNLRDLPLRYLSLDGNPLAVIGPGAFAGLGGLTHLSLASLQRLPELAPSGFRELPGLQVLDLSGNPKLNWAGAEVFSGLSSLQELDLSGTNLVPLPEALLL.... Result: 1 (interaction). (7) The miRNA is hsa-miR-30a-5p with sequence UGUAAACAUCCUCGACUGGAAG. The protein sequence of the target gene is MSRRTRCEDLDELHYQDTDSDVPEQRDSKCKVKWTHEEDEQLRALVRQFGQQDWKFLASHFPNRTDQQCQYRWLRVLNPDLVKGPWTKEEDQKVIELVKKYGTKQWTLIAKHLKGRLGKQCRERWHNHLNPEVKKSCWTEEEDRIICEAHKVLGNRWAEIAKMLPGRTDNAVKNHWNSTIKRKVDTGGFLSESKDCKPPVYLLLELEDKDGLQSAQPTEGQGSLLTNWPSVPPTIKEEENSEEELAAATTSKEQEPIGTDLDAVRTPEPLEEFPKREDQEGSPPETSLPYKWVVEAANLL.... Result: 1 (interaction).